Dataset: KCNQ2 potassium channel screen with 302,405 compounds. Task: Binary Classification. Given a drug SMILES string, predict its activity (active/inactive) in a high-throughput screening assay against a specified biological target. (1) The compound is o1c(C(=O)N\N=C\c2c(nn(c2)C)C)ccc1. The result is 0 (inactive). (2) The drug is S(CC(=O)N(c1c(n(Cc2ccccc2)c(=O)[nH]c1=O)N)CCOC)Cc1ccccc1. The result is 0 (inactive). (3) The result is 0 (inactive). The compound is s1c(=O)n(CCC(OCc2oc(nn2)c2ccccc2)=O)c(c1)C. (4) The molecule is Clc1ccc(C(N2CCOCC2)C(=O)Nc2ccc(cc2)C)cc1. The result is 0 (inactive). (5) The drug is S(=O)(=O)(N(CC(=O)NC1CCCCCC1)c1ccc(OCC)cc1)c1c(onc1C)C. The result is 0 (inactive). (6) The compound is O=C(NC1CCCC1)c1cc(Cn2ncc([N+]([O-])=O)c2)ccc1. The result is 0 (inactive). (7) The molecule is O(c1ccc(cc1)C(OC)=O)CC(=O)c1ccccc1. The result is 0 (inactive).